From a dataset of Catalyst prediction with 721,799 reactions and 888 catalyst types from USPTO. Predict which catalyst facilitates the given reaction. (1) The catalyst class is: 9. Product: [Cl:9][C:10]1[CH:15]=[C:14]([Cl:16])[CH:13]=[C:12]([N+:17]([O-:19])=[O:18])[C:11]=1[O:4][CH3:1]. Reactant: [C:1](=[O:4])([O-])[O-].[K+].[K+].IC.[Cl:9][C:10]1[CH:15]=[C:14]([Cl:16])[CH:13]=[C:12]([N+:17]([O-:19])=[O:18])[C:11]=1O. (2) Reactant: CS(O)(=O)=O.[C:6]1([C:32]2[CH:37]=[CH:36][CH:35]=[CH:34][CH:33]=2)[CH:11]=[CH:10][C:9]([N:12]2[C:20]3[C:15](=[CH:16][CH:17]=[CH:18][CH:19]=3)[C:14]([NH:21][C:22]3[CH:27]=[CH:26][CH:25]=[CH:24][C:23]=3[C:28](O)([CH3:30])[CH3:29])=[CH:13]2)=[CH:8][CH:7]=1.C(O)C. Product: [C:6]1([C:32]2[CH:37]=[CH:36][CH:35]=[CH:34][CH:33]=2)[CH:11]=[CH:10][C:9]([N:12]2[C:13]3[C:28]([CH3:30])([CH3:29])[C:23]4[C:22](=[CH:27][CH:26]=[CH:25][CH:24]=4)[NH:21][C:14]=3[C:15]3[C:20]2=[CH:19][CH:18]=[CH:17][CH:16]=3)=[CH:8][CH:7]=1. The catalyst class is: 2. (3) The catalyst class is: 5. Product: [Cl:20][C:21]1[CH:22]=[C:23]2[C:27](=[CH:28][CH:29]=1)[NH:26][C:25](=[O:30])[C:24]2=[CH:32][N:12]1[C:8]2[CH2:9][CH2:10][CH2:11][N:5]([CH2:4][CH2:3][N:2]([CH3:1])[CH3:19])[C:6](=[O:18])[C:7]=2[C:14]([CH3:15])=[CH:13]1. Reactant: [CH3:1][N:2]([CH3:19])[CH2:3][CH2:4][N:5]1[CH2:11][CH2:10][CH2:9][C:8]2[NH:12][C:13](C=O)=[C:14]([CH3:15])[C:7]=2[C:6]1=[O:18].[Cl:20][C:21]1[CH:22]=[C:23]2[C:27](=[CH:28][CH:29]=1)[NH:26][C:25](=[O:30])[CH2:24]2.N1CCCC[CH2:32]1. (4) Reactant: [NH:1]([C:8]1[CH:17]=[N:16][C:15]2[C:10](=[CH:11][CH:12]=[C:13]([OH:18])[CH:14]=2)[N:9]=1)[C:2]1[CH:7]=[CH:6][CH:5]=[CH:4][CH:3]=1.O[C@H:20]1[CH2:24][CH2:23][O:22][CH2:21]1.CCOC(/N=N/C(OCC)=O)=O. Product: [C:2]1([NH:1][C:8]2[CH:17]=[N:16][C:15]3[C:10](=[CH:11][CH:12]=[C:13]([O:18][C@@H:20]4[CH2:24][CH2:23][O:22][CH2:21]4)[CH:14]=3)[N:9]=2)[CH:3]=[CH:4][CH:5]=[CH:6][CH:7]=1. The catalyst class is: 1.